From a dataset of Peptide-MHC class II binding affinity with 134,281 pairs from IEDB. Regression. Given a peptide amino acid sequence and an MHC pseudo amino acid sequence, predict their binding affinity value. This is MHC class II binding data. (1) The peptide sequence is RRHGVRIRVRSGGHD. The binding affinity (normalized) is 0.252. The MHC is HLA-DQA10102-DQB10602 with pseudo-sequence HLA-DQA10102-DQB10602. (2) The peptide sequence is DRDFIEGVHGGTWVS. The MHC is HLA-DQA10201-DQB10301 with pseudo-sequence HLA-DQA10201-DQB10301. The binding affinity (normalized) is 0.345. (3) The peptide sequence is EHAFYLDWAVHSFRI. The MHC is DRB3_0202 with pseudo-sequence DRB3_0202. The binding affinity (normalized) is 0.537. (4) The peptide sequence is TAAINKGILVTVNPI. The MHC is DRB5_0101 with pseudo-sequence DRB5_0101. The binding affinity (normalized) is 0.295.